From a dataset of Forward reaction prediction with 1.9M reactions from USPTO patents (1976-2016). Predict the product of the given reaction. Given the reactants [C:1]1([C:7]2([C:17]3[CH:22]=[CH:21][CH:20]=[CH:19][CH:18]=3)[CH:11]3[CH2:12][NH:13][CH2:14][CH2:15][N:10]3[C:9](=[O:16])[O:8]2)[CH:6]=[CH:5][CH:4]=[CH:3][CH:2]=1.C(N(C(C)C)CC)(C)C.ClC(O[C:37](=[O:43])OC(Cl)(Cl)Cl)(Cl)Cl.[C:44]1([NH:50][NH2:51])[CH:49]=[CH:48][CH:47]=[CH:46][CH:45]=1, predict the reaction product. The product is: [C:44]1([NH:50][NH:51][C:37]([N:13]2[CH2:14][CH2:15][N:10]3[C:9](=[O:16])[O:8][C:7]([C:1]4[CH:6]=[CH:5][CH:4]=[CH:3][CH:2]=4)([C:17]4[CH:18]=[CH:19][CH:20]=[CH:21][CH:22]=4)[CH:11]3[CH2:12]2)=[O:43])[CH:49]=[CH:48][CH:47]=[CH:46][CH:45]=1.